This data is from Full USPTO retrosynthesis dataset with 1.9M reactions from patents (1976-2016). The task is: Predict the reactants needed to synthesize the given product. The reactants are: Br[C:2]1[N:3]=[C:4]([NH:24][CH2:25][CH:26]([CH3:28])[CH3:27])[C:5]2[N:6]([C:8]([C:11]3[CH:16]=[CH:15][C:14]([S:17]([NH:20][CH:21]4[CH2:23][CH2:22]4)(=[O:19])=[O:18])=[CH:13][CH:12]=3)=[CH:9][N:10]=2)[CH:7]=1.CC1(C)C(C)(C)OB([C:37]#[C:38][C:39]2[CH:44]=[CH:43][CH:42]=[CH:41][CH:40]=2)O1.C(=O)([O-])[O-].[K+].[K+].C1(P(C2C=CC=CC=2)C2C=CC=CC=2)C=CC=CC=1. Given the product [CH:21]1([NH:20][S:17]([C:14]2[CH:15]=[CH:16][C:11]([C:8]3[N:6]4[CH:7]=[C:2]([C:37]#[C:38][C:39]5[CH:44]=[CH:43][CH:42]=[CH:41][CH:40]=5)[N:3]=[C:4]([NH:24][CH2:25][CH:26]([CH3:28])[CH3:27])[C:5]4=[N:10][CH:9]=3)=[CH:12][CH:13]=2)(=[O:19])=[O:18])[CH2:23][CH2:22]1, predict the reactants needed to synthesize it.